Dataset: Forward reaction prediction with 1.9M reactions from USPTO patents (1976-2016). Task: Predict the product of the given reaction. Given the reactants Br[C:2]1[S:10][C:9]2[N:8]([CH2:11][C:12]3[CH:17]=[CH:16][C:15]([O:18][CH3:19])=[CH:14][CH:13]=3)[C:7](=[O:20])[N:6]3[N:21]=[CH:22][N:23]=[C:5]3[C:4]=2[CH:3]=1.[B-](F)(F)(F)[CH:25]=[CH2:26].[K+].C(Cl)Cl.C(N(CC)CC)C, predict the reaction product. The product is: [CH3:19][O:18][C:15]1[CH:16]=[CH:17][C:12]([CH2:11][N:8]2[C:9]3[S:10][C:2]([CH:25]=[CH2:26])=[CH:3][C:4]=3[C:5]3=[N:23][CH:22]=[N:21][N:6]3[C:7]2=[O:20])=[CH:13][CH:14]=1.